Dataset: Reaction yield outcomes from USPTO patents with 853,638 reactions. Task: Predict the reaction yield, written as a fraction of the theoretical maximum amount of product (1.0 means a 100% yield; for example, 0.34 means a 34% yield). (1) The reactants are [CH:1]1[C:6]([CH:7]=O)=[CH:5][C:4]2[O:9][CH2:10][O:11][C:3]=2[CH:2]=1.C([O-])(=O)C.[NH4+].[N+:17]([CH2:20][CH3:21])([O-:19])=[O:18]. No catalyst specified. The product is [N+:17]([C:20]([CH3:21])=[CH:7][C:6]1[CH:1]=[CH:2][C:3]2[O:11][CH2:10][O:9][C:4]=2[CH:5]=1)([O-:19])=[O:18]. The yield is 0.400. (2) The reactants are Cl[C:2]1[N:7]=[C:6]([N:8]2[CH2:13][CH2:12][CH:11]([NH:14][C:15]3[N:31]=[C:18]4[C:19]([C:23]5[CH:28]=[CH:27][C:26]([F:29])=[C:25]([F:30])[CH:24]=5)=[CH:20][CH:21]=[CH:22][N:17]4[N:16]=3)[CH2:10][CH2:9]2)[CH:5]=[CH:4][N:3]=1.[CH3:32][O-:33].[Na+]. The catalyst is CO. The product is [F:30][C:25]1[CH:24]=[C:23]([C:19]2[C:18]3[N:17]([N:16]=[C:15]([NH:14][CH:11]4[CH2:12][CH2:13][N:8]([C:6]5[CH:5]=[CH:4][N:3]=[C:2]([O:33][CH3:32])[N:7]=5)[CH2:9][CH2:10]4)[N:31]=3)[CH:22]=[CH:21][CH:20]=2)[CH:28]=[CH:27][C:26]=1[F:29]. The yield is 0.810. (3) The reactants are [Cl:1][C:2]1[CH:3]=[CH:4][C:5]2[N:6]([CH:8]=[CH:9][N:10]=2)[N:7]=1.Cl.C1C(=O)N([Br:19])C(=O)C1. The catalyst is C(#N)C.O. The product is [Br:19][C:8]1[N:6]2[N:7]=[C:2]([Cl:1])[CH:3]=[CH:4][C:5]2=[N:10][CH:9]=1. The yield is 0.820. (4) The reactants are [CH2:1]([O:8][C:9]1[CH:14]=[CH:13][C:12]([F:15])=[CH:11][C:10]=1[F:16])[C:2]1[CH:7]=[CH:6][CH:5]=[CH:4][CH:3]=1.[C:17](=O)=[O:18].CC(C)=O.C([Li])CCC.CN(C)C=O. The catalyst is O1CCCC1.O. The product is [CH2:1]([O:8][C:9]1[C:10]([F:16])=[C:11]([C:12]([F:15])=[CH:13][CH:14]=1)[CH:17]=[O:18])[C:2]1[CH:3]=[CH:4][CH:5]=[CH:6][CH:7]=1. The yield is 0.740. (5) The reactants are [Cl:1][C:2]1[C:3]([F:9])=[C:4]([CH:6]=[CH:7][CH:8]=1)[NH2:5].Br.Br[CH:12]([C:14]1[CH:15]=[C:16]([C:31]([N:33]([CH3:35])[CH3:34])=[O:32])[CH:17]=[C:18]2[C:23]=1[O:22][C:21]([N:24]1[CH2:29][CH2:28][O:27][CH2:26][CH2:25]1)=[CH:20][C:19]2=[O:30])[CH3:13]. No catalyst specified. The product is [Cl:1][C:2]1[C:3]([F:9])=[C:4]([NH:5][CH:12]([C:14]2[CH:15]=[C:16]([C:31]([N:33]([CH3:35])[CH3:34])=[O:32])[CH:17]=[C:18]3[C:23]=2[O:22][C:21]([N:24]2[CH2:29][CH2:28][O:27][CH2:26][CH2:25]2)=[CH:20][C:19]3=[O:30])[CH3:13])[CH:6]=[CH:7][CH:8]=1. The yield is 0.626. (6) The reactants are [CH:1]([NH:4][CH2:5][C:6]([CH3:19])([S:8][C:9]1[CH:18]=[CH:17][C:12]2[N:13]=[C:14]([NH2:16])[S:15][C:11]=2[CH:10]=1)[CH3:7])([CH3:3])[CH3:2].Cl.OO.C(=O)([O-])[OH:24].[Na+].[OH2:28]. The catalyst is CO.O.O.[O-][W]([O-])(=O)=O.[Na+].[Na+]. The product is [CH:1]([NH:4][CH2:5][C:6]([CH3:7])([S:8]([C:9]1[CH:18]=[CH:17][C:12]2[N:13]=[C:14]([NH2:16])[S:15][C:11]=2[CH:10]=1)(=[O:24])=[O:28])[CH3:19])([CH3:3])[CH3:2]. The yield is 0.400. (7) The reactants are [CH:1]1([CH2:4][N:5]2[CH2:27][C@@H:26]([CH:28](C(C)(C)C(C)C)[O:29][SiH](C)C)[N:8]3[C:9]4[CH:10]=[CH:11][C:12]([O:16][CH:17]5[CH2:22][CH2:21][N:20]([CH:23]([CH3:25])[CH3:24])[CH2:19][CH2:18]5)=[CH:13][C:14]=4[CH:15]=[C:7]3[C:6]2=[O:39])[CH2:3][CH2:2]1.[F-].C([N+](CCCC)(CCCC)CCCC)CCC. No catalyst specified. The product is [CH:1]1([CH2:4][N:5]2[CH2:27][C@@H:26]([CH2:28][OH:29])[N:8]3[C:9]4[CH:10]=[CH:11][C:12]([O:16][CH:17]5[CH2:18][CH2:19][N:20]([CH:23]([CH3:25])[CH3:24])[CH2:21][CH2:22]5)=[CH:13][C:14]=4[CH:15]=[C:7]3[C:6]2=[O:39])[CH2:3][CH2:2]1. The yield is 0.740.